Task: Predict which catalyst facilitates the given reaction.. Dataset: Catalyst prediction with 721,799 reactions and 888 catalyst types from USPTO (1) Reactant: [NH:1]1[CH2:9][CH2:8][CH:4]([C:5]([NH2:7])=[O:6])[CH2:3][CH2:2]1.[CH:10](=O)[C:11]1[CH:16]=[CH:15][CH:14]=[CH:13][CH:12]=1.C(O[BH-](OC(=O)C)OC(=O)C)(=O)C.[Na+]. Product: [CH2:10]([NH:7][C:5](=[O:6])[CH:4]1[CH2:8][CH2:9][NH:1][CH2:2][CH2:3]1)[C:11]1[CH:16]=[CH:15][CH:14]=[CH:13][CH:12]=1. The catalyst class is: 46. (2) Reactant: C[O:2][C:3](=[O:40])[C:4]1[CH:9]=[CH:8][C:7]([CH2:10][CH2:11][CH:12]([CH:34]2[CH2:39][CH2:38][CH2:37][CH2:36][CH2:35]2)[N:13]2[C:17]3[CH:18]=[C:19]([F:23])[C:20]([F:22])=[CH:21][C:16]=3[N:15]=[C:14]2[C:24]2[C:25]([O:32][CH3:33])=[N:26][C:27]([O:30][CH3:31])=[CH:28][CH:29]=2)=[CH:6][CH:5]=1.O.O.[OH-].[Li+].Cl. Product: [CH:34]1([CH:12]([N:13]2[C:17]3[CH:18]=[C:19]([F:23])[C:20]([F:22])=[CH:21][C:16]=3[N:15]=[C:14]2[C:24]2[C:25]([O:32][CH3:33])=[N:26][C:27]([O:30][CH3:31])=[CH:28][CH:29]=2)[CH2:11][CH2:10][C:7]2[CH:8]=[CH:9][C:4]([C:3]([OH:40])=[O:2])=[CH:5][CH:6]=2)[CH2:39][CH2:38][CH2:37][CH2:36][CH2:35]1. The catalyst class is: 155.